Task: Predict which catalyst facilitates the given reaction.. Dataset: Catalyst prediction with 721,799 reactions and 888 catalyst types from USPTO (1) Reactant: NN.[C:3]([O:7][C:8](=[O:23])[N:9]([CH2:12][CH2:13][N:14]1CC2C(=CC=CC=2)C1)[CH2:10][CH3:11])([CH3:6])([CH3:5])[CH3:4]. Product: [C:3]([O:7][C:8](=[O:23])[N:9]([CH2:12][CH2:13][NH2:14])[CH2:10][CH3:11])([CH3:4])([CH3:5])[CH3:6]. The catalyst class is: 8. (2) Reactant: [Cl:1][C:2]1[CH:10]=[C:9]2[C:5]([CH:6]=[C:7]([C:11]([OH:13])=O)[NH:8]2)=[CH:4][C:3]=1[C:14]([O:16][CH2:17][CH3:18])=[O:15].[F:19][C:20]([F:34])([F:33])[CH:21]([C:23]1[CH:28]=[CH:27][CH:26]=[C:25]([C:29]([F:32])([F:31])[F:30])[CH:24]=1)[NH2:22].O.[Cl-].COC1N=C(OC)N=C([N+]2(C)CCOCC2)N=1.Cl. Product: [Cl:1][C:2]1[CH:10]=[C:9]2[C:5]([CH:6]=[C:7]([C:11](=[O:13])[NH:22][CH:21]([C:23]3[CH:28]=[CH:27][CH:26]=[C:25]([C:29]([F:30])([F:31])[F:32])[CH:24]=3)[C:20]([F:34])([F:33])[F:19])[NH:8]2)=[CH:4][C:3]=1[C:14]([O:16][CH2:17][CH3:18])=[O:15]. The catalyst class is: 9. (3) Reactant: [C:1]([O:5][C:6]([N:8]1[C:16]2[C:11](=[CH:12][CH:13]=[CH:14][CH:15]=2)[C:10]([CH2:17][CH:18]2[C:27]3[N:23]([C:24]([C:28]4[CH:33]=[CH:32][CH:31]=[CH:30][CH:29]=4)=[N:25][N:26]=3)[C:22]3[CH:34]=[CH:35][CH:36]=[CH:37][C:21]=3[N:20]([CH2:38][C:39](=[O:50])[N:40]([CH:47]([CH3:49])[CH3:48])[C:41]3[CH:46]=[CH:45][CH:44]=[CH:43][CH:42]=3)[C:19]2=[O:51])=[CH:9]1)=[O:7])([CH3:4])([CH3:3])[CH3:2].[CH3:52][Si]([N-][Si](C)(C)C)(C)C.[K+].CI. Product: [C:1]([O:5][C:6]([N:8]1[C:16]2[C:11](=[CH:12][CH:13]=[CH:14][CH:15]=2)[C:10]([CH2:17][C:18]2([CH3:52])[C:27]3[N:23]([C:24]([C:28]4[CH:29]=[CH:30][CH:31]=[CH:32][CH:33]=4)=[N:25][N:26]=3)[C:22]3[CH:34]=[CH:35][CH:36]=[CH:37][C:21]=3[N:20]([CH2:38][C:39](=[O:50])[N:40]([CH:47]([CH3:48])[CH3:49])[C:41]3[CH:46]=[CH:45][CH:44]=[CH:43][CH:42]=3)[C:19]2=[O:51])=[CH:9]1)=[O:7])([CH3:2])([CH3:3])[CH3:4]. The catalyst class is: 31. (4) Reactant: [C:1]([C:3]1[CH:4]=[C:5]([CH2:16][C:17]([OH:19])=O)[CH:6]=[CH:7][C:8]=1[C:9]1[CH:14]=[CH:13][N:12]=[C:11]([F:15])[CH:10]=1)#[N:2].[N:20]1[CH:25]=[CH:24][CH:23]=[C:22]([C:26]2[CH:27]=[CH:28][C:29]([NH2:32])=[N:30][CH:31]=2)[N:21]=1.CCN(C(C)C)C(C)C.F[P-](F)(F)(F)(F)F.N1(OC(N(C)C)=[N+](C)C)C2N=CC=CC=2N=N1. Product: [C:1]([C:3]1[CH:4]=[C:5]([CH2:16][C:17]([NH:32][C:29]2[CH:28]=[CH:27][C:26]([C:22]3[N:21]=[N:20][CH:25]=[CH:24][CH:23]=3)=[CH:31][N:30]=2)=[O:19])[CH:6]=[CH:7][C:8]=1[C:9]1[CH:14]=[CH:13][N:12]=[C:11]([F:15])[CH:10]=1)#[N:2]. The catalyst class is: 3.